This data is from Forward reaction prediction with 1.9M reactions from USPTO patents (1976-2016). The task is: Predict the product of the given reaction. (1) Given the reactants CS(Cl)(=O)=O.C(Cl)Cl.O[CH2:10][CH2:11][CH2:12]/[C:13](=[CH:23]\[S:24][C:25]1[CH:30]=[CH:29][CH:28]=[CH:27][CH:26]=1)/[C:14](=[S:22])[NH:15][C:16]1[CH:21]=[CH:20][CH:19]=[CH:18][CH:17]=1.[I-].[Na+], predict the reaction product. The product is: [C:25]1([S:24]/[CH:23]=[C:13]2/[C:14](=[N:15]/[C:16]3[CH:21]=[CH:20][CH:19]=[CH:18][CH:17]=3)/[S:22][CH2:10][CH2:11][CH2:12]/2)[CH:30]=[CH:29][CH:28]=[CH:27][CH:26]=1. (2) Given the reactants C(OC([N:8]1[CH2:13][CH2:12][N:11]([C:14]2[C:18]3[CH:19]=[N:20][CH:21]=[CH:22][C:17]=3[O:16][N:15]=2)[CH2:10][CH2:9]1)=O)(C)(C)C.[ClH:23].O1CCOCC1, predict the reaction product. The product is: [ClH:23].[ClH:23].[N:11]1([C:14]2[C:18]3[CH:19]=[N:20][CH:21]=[CH:22][C:17]=3[O:16][N:15]=2)[CH2:10][CH2:9][NH:8][CH2:13][CH2:12]1. (3) Given the reactants I([O-])(=O)(=O)=O.[Na+].[Cl:7][C:8]1[CH:9]=[C:10]([C@@H:14]2[C@@H:19]([C:20]3[CH:25]=[CH:24][C:23]([Cl:26])=[CH:22][CH:21]=3)[N:18]([C@@H:27]([CH:36]3[CH2:38][CH2:37]3)[CH2:28][NH:29][S:30]([CH:33]3[CH2:35][CH2:34]3)(=[O:32])=[O:31])[C:17](=[O:39])[C@:16]([CH2:42][CH:43]([OH:46])CO)([CH2:40][CH3:41])[CH2:15]2)[CH:11]=[CH:12][CH:13]=1.CO, predict the reaction product. The product is: [Cl:7][C:8]1[CH:9]=[C:10]([C@@H:14]2[C@@H:19]([C:20]3[CH:21]=[CH:22][C:23]([Cl:26])=[CH:24][CH:25]=3)[N:18]([C@@H:27]([CH:36]3[CH2:38][CH2:37]3)[CH2:28][NH:29][S:30]([CH:33]3[CH2:34][CH2:35]3)(=[O:32])=[O:31])[C:17](=[O:39])[C@@:16]([CH2:40][CH3:41])([CH2:42][CH:43]=[O:46])[CH2:15]2)[CH:11]=[CH:12][CH:13]=1. (4) Given the reactants [N+:1]([C:4]1[CH:12]=[CH:11][CH:10]=[C:9]2[C:5]=1[C:6](=O)[C:7](=[O:13])[NH:8]2)([O-:3])=[O:2].[CH:15]1[C:20]([NH:21][NH2:22])=[CH:19][CH:18]=[C:17]([S:23]([NH2:26])(=[O:25])=[O:24])[CH:16]=1.Cl, predict the reaction product. The product is: [N+:1]([C:4]1[CH:12]=[CH:11][CH:10]=[C:9]2[C:5]=1[C:6](=[N:22][NH:21][C:20]1[CH:19]=[CH:18][C:17]([S:23]([NH2:26])(=[O:24])=[O:25])=[CH:16][CH:15]=1)[C:7](=[O:13])[NH:8]2)([O-:3])=[O:2]. (5) Given the reactants Br[CH2:2][CH2:3][O:4][C:5]1[CH:6]=[C:7]([C:13]2[NH:22][C:21](=[O:23])[C:20]3[C:15](=[CH:16][C:17]([O:26][CH3:27])=[CH:18][C:19]=3[O:24][CH3:25])[N:14]=2)[CH:8]=[C:9]([O:11][CH3:12])[CH:10]=1.[NH:28]1[CH2:32][CH2:31][CH2:30][CH2:29]1, predict the reaction product. The product is: [CH3:25][O:24][C:19]1[CH:18]=[C:17]([O:26][CH3:27])[CH:16]=[C:15]2[C:20]=1[C:21](=[O:23])[NH:22][C:13]([C:7]1[CH:6]=[C:5]([O:4][CH2:3][CH2:2][N:28]3[CH2:32][CH2:31][CH2:30][CH2:29]3)[CH:10]=[C:9]([O:11][CH3:12])[CH:8]=1)=[N:14]2. (6) Given the reactants Cl.[Br:2][CH2:3][CH2:4][CH2:5][CH2:6][O:7][C@H:8]1[CH2:13][CH2:12][C@H:11]([NH:14][CH3:15])[CH2:10][CH2:9]1.[F:16][C:17]1[CH:22]=[C:21]([F:23])[CH:20]=[CH:19][C:18]=1[S:24](Cl)(=[O:26])=[O:25], predict the reaction product. The product is: [Br:2][CH2:3][CH2:4][CH2:5][CH2:6][O:7][C@H:8]1[CH2:9][CH2:10][C@H:11]([N:14]([CH3:15])[S:24]([C:18]2[CH:19]=[CH:20][C:21]([F:23])=[CH:22][C:17]=2[F:16])(=[O:26])=[O:25])[CH2:12][CH2:13]1. (7) Given the reactants [CH2:1]([OH:10])[CH:2]([OH:9])[CH:3]([OH:8])[CH:4]([OH:7])[CH:5]=[O:6].[CH2:11]([OH:22])[CH:12]1[O:17][CH:16]([OH:18])[CH:15]([OH:19])[CH:14]([OH:20])[CH:13]1[OH:21].[O:23]=[CH:24][C@@H:25]([C@H:27]([C@@H:29]([C@@H:31]([C:33]([OH:35])=[O:34])[OH:32])[OH:30])[OH:28])[OH:26], predict the reaction product. The product is: [O:23]=[CH:24][C@@H:25]([C@H:27]([C@@H:29]([C@@H:31]([C:33]([OH:35])=[O:34])[OH:32])[OH:30])[OH:28])[OH:26].[O:18]=[CH:16][C@@H:15]([C@H:14]([C@H:13]([C@@H:12]([CH2:11][OH:22])[OH:17])[OH:21])[OH:20])[OH:19].[O:6]=[CH:5][C@@H:4]([C@@H:3]([C@H:2]([C@H:1]([CH3:11])[OH:10])[OH:9])[OH:8])[OH:7].[O:6]=[CH:5][C@H:4]([C@@H:3]([C@@H:2]([CH2:1][OH:10])[OH:9])[OH:8])[OH:7]. (8) Given the reactants [CH3:1][C:2]1[C:7]([C:8]#[N:9])=[CH:6][N:5]=[CH:4][CH:3]=1.[Li+].C[Si]([N-][Si](C)(C)C)(C)C.[CH:20](=[O:27])[C:21]1[CH:26]=[CH:25][CH:24]=[CH:23][CH:22]=1.[Cl-].[NH4+], predict the reaction product. The product is: [OH:27][CH:20]([C:21]1[CH:26]=[CH:25][CH:24]=[CH:23][CH:22]=1)[CH2:1][C:2]1[C:7]([C:8]#[N:9])=[CH:6][N:5]=[CH:4][CH:3]=1. (9) Given the reactants [NH2:1][C:2]1[N:7]=[CH:6][C:5]([CH2:8][C:9]([O:11][CH2:12][CH3:13])=[O:10])=[CH:4][CH:3]=1.F[C:15](F)(F)C(O[Si](C)(C)C)=O.[Si]([N:29]=[N+:30]=[N-:31])(C)(C)C.[O-]P([O-])([O-])=O.[K+].[K+].[K+], predict the reaction product. The product is: [N:1]1([C:2]2[N:7]=[CH:6][C:5]([CH2:8][C:9]([O:11][CH2:12][CH3:13])=[O:10])=[CH:4][CH:3]=2)[CH:15]=[N:29][N:30]=[N:31]1.